From a dataset of Catalyst prediction with 721,799 reactions and 888 catalyst types from USPTO. Predict which catalyst facilitates the given reaction. (1) Reactant: [C:1]([C:3]1[CH:8]=[C:7]([C:9]([F:12])([F:11])[F:10])[CH:6]=[CH:5][C:4]=1[C:13]1[C:22]2[C:17](=[CH:18][C:19]([S:23]([N:26](CC3C=CC(OC)=CC=3OC)[C:27]3[S:28][CH:29]=[CH:30][N:31]=3)(=[O:25])=[O:24])=[CH:20][CH:21]=2)[CH:16]=[CH:15][N:14]=1)#[N:2].C(O)(C(F)(F)F)=[O:44]. Product: [S:28]1[CH:29]=[CH:30][N:31]=[C:27]1[NH:26][S:23]([C:19]1[CH:18]=[C:17]2[C:22](=[CH:21][CH:20]=1)[C:13]([C:4]1[CH:5]=[CH:6][C:7]([C:9]([F:12])([F:11])[F:10])=[CH:8][C:3]=1[C:1]([NH2:2])=[O:44])=[N:14][CH:15]=[CH:16]2)(=[O:25])=[O:24]. The catalyst class is: 2. (2) Reactant: [CH2:1]([O:8][C:9]1[CH:10]=[C:11]2[C:15](=[CH:16][CH:17]=1)[NH:14][CH:13]=[C:12]2[CH:18]=O)[C:2]1[CH:7]=[CH:6][CH:5]=[CH:4][CH:3]=1.[C:20]([C:23]1[CH:28]=[CH:27][N:26]=[CH:25][CH:24]=1)(=[O:22])[CH3:21].N1CCCCC1.C(OCC)(=O)C. Product: [C:2]1([CH2:1][O:8][C:9]2[CH:10]=[C:11]3[C:15](=[CH:16][CH:17]=2)[NH:14][CH:13]=[C:12]3/[CH:18]=[CH:21]/[C:20]([C:23]2[CH:28]=[CH:27][N:26]=[CH:25][CH:24]=2)=[O:22])[CH:3]=[CH:4][CH:5]=[CH:6][CH:7]=1. The catalyst class is: 24.